From a dataset of Peptide-MHC class I binding affinity with 185,985 pairs from IEDB/IMGT. Regression. Given a peptide amino acid sequence and an MHC pseudo amino acid sequence, predict their binding affinity value. This is MHC class I binding data. (1) The peptide sequence is EVCFMYSDFH. The MHC is HLA-A33:01 with pseudo-sequence HLA-A33:01. The binding affinity (normalized) is 0.505. (2) The peptide sequence is WHLGQGVSI. The MHC is HLA-B38:01 with pseudo-sequence HLA-B38:01. The binding affinity (normalized) is 0.785.